Dataset: Peptide-MHC class II binding affinity with 134,281 pairs from IEDB. Task: Regression. Given a peptide amino acid sequence and an MHC pseudo amino acid sequence, predict their binding affinity value. This is MHC class II binding data. The peptide sequence is INEPTAAFIAYGLDR. The MHC is HLA-DQA10102-DQB10602 with pseudo-sequence HLA-DQA10102-DQB10602. The binding affinity (normalized) is 0.849.